Dataset: Forward reaction prediction with 1.9M reactions from USPTO patents (1976-2016). Task: Predict the product of the given reaction. (1) Given the reactants N(C(OCC)=O)=NC(OCC)=O.[OH:13][CH:14]1[CH2:19][CH2:18][N:17]([C:20]([O:22][C:23]([CH3:26])([CH3:25])[CH3:24])=[O:21])[CH2:16][CH2:15]1.O[N:28]1[C:36](=[O:37])[C:35]2[C:30](=[CH:31][CH:32]=[CH:33][CH:34]=2)[C:29]1=[O:38].C1(P(C2C=CC=CC=2)C2C=CC=CC=2)C=CC=CC=1, predict the reaction product. The product is: [O:38]=[C:29]1[C:30]2[C:35](=[CH:34][CH:33]=[CH:32][CH:31]=2)[C:36](=[O:37])[N:28]1[O:13][CH:14]1[CH2:15][CH2:16][N:17]([C:20]([O:22][C:23]([CH3:26])([CH3:25])[CH3:24])=[O:21])[CH2:18][CH2:19]1. (2) The product is: [CH:1]1[CH:6]=[CH:5][C:4]2[NH:7][CH:8]=[C:9]([CH2:10][CH2:11][CH2:12][C:13]([OH:15])=[O:14])[C:3]=2[CH:2]=1.[CH3:18][C:17]([C:19]([O:21][CH2:22][CH2:23][OH:24])=[O:20])=[CH2:16]. Given the reactants [CH:1]1[CH:6]=[CH:5][C:4]2[NH:7][CH:8]=[C:9]([CH2:10][CH2:11][CH2:12][C:13]([OH:15])=[O:14])[C:3]=2[CH:2]=1.[CH3:16][C:17]([C:19]([O:21][CH2:22][CH2:23][OH:24])=[O:20])=[CH2:18].C(OOC(=O)C1C=CC=CC=1)(=O)C1C=CC=CC=1, predict the reaction product. (3) Given the reactants [CH2:1]([OH:23])[C@H:2]1[O:7][C@@H:6]([O:8][C@H:9]2[C@H:13]([OH:14])[C@@:12]([OH:17])([CH2:15][OH:16])[O:11][C@@H:10]2[CH2:18][OH:19])[C@H:5]([OH:20])[C@@H:4]([OH:21])[C@H:3]1[OH:22].C(O)[C@H]1[O:30][C@@H](O[C@@H]([C@H](O)[C@@H](O)CO)[C@H](O)CO)[C@H](O)[C@@H](O)[C@H]1O.[OH2:47], predict the reaction product. The product is: [CH2:1]([OH:23])[C@H:2]1[O:7][C@@H:6]([O:8][C@@H:9]([C@H:13]([OH:14])[C@@H:12]([OH:17])[CH2:15][OH:16])[C@H:10]([OH:11])[CH2:18][OH:19])[C@H:5]([OH:20])[C@@H:4]([OH:21])[C@H:3]1[OH:22].[OH2:30].[OH2:47]. (4) Given the reactants [Cl-].[Ca+2].[Cl-].[Br:4][C:5]1[CH:10]=[C:9]([N+:11]([O-])=O)[C:8]([OH:14])=[C:7]([Cl:15])[CH:6]=1, predict the reaction product. The product is: [NH2:11][C:9]1[CH:10]=[C:5]([Br:4])[CH:6]=[C:7]([Cl:15])[C:8]=1[OH:14]. (5) The product is: [CH2:1]([O:8][C@@H:9]1[CH2:14][CH2:13][C@@H:12]([NH:15][C:21](=[O:22])[O:23][C:24]([CH3:27])([CH3:26])[CH3:25])[CH2:11][C@@H:10]1[CH3:18])[C:2]1[CH:7]=[CH:6][CH:5]=[CH:4][CH:3]=1. Given the reactants [CH2:1]([O:8][C@@H:9]1[CH2:14][CH2:13][C@@H:12]([N:15]=[N+]=[N-])[CH2:11][C@@H:10]1[CH3:18])[C:2]1[CH:7]=[CH:6][CH:5]=[CH:4][CH:3]=1.[OH-].[Na+].[C:21](O[C:21]([O:23][C:24]([CH3:27])([CH3:26])[CH3:25])=[O:22])([O:23][C:24]([CH3:27])([CH3:26])[CH3:25])=[O:22], predict the reaction product.